From a dataset of Full USPTO retrosynthesis dataset with 1.9M reactions from patents (1976-2016). Predict the reactants needed to synthesize the given product. (1) Given the product [F:1][C:2]1[CH:7]=[CH:6][C:5]([NH2:8])=[C:4]([O:11][C@H:12]2[CH2:13][CH2:14][C@@H:15]([OH:18])[CH2:16][CH2:17]2)[CH:3]=1, predict the reactants needed to synthesize it. The reactants are: [F:1][C:2]1[CH:7]=[CH:6][C:5]([N+:8]([O-])=O)=[C:4]([O:11][C@H:12]2[CH2:17][CH2:16][C@@H:15]([OH:18])[CH2:14][CH2:13]2)[CH:3]=1.[H][H]. (2) Given the product [CH:1]1[C:10]2[C:5](=[CH:6][CH:7]=[CH:8][CH:9]=2)[CH:4]=[CH:3][C:2]=1/[CH:11]=[C:16](\[CH2:17][CH2:18][CH2:19][CH2:20][CH3:21])/[C:14](=[O:13])[CH3:15], predict the reactants needed to synthesize it. The reactants are: [CH:1]1[C:10]2[C:5](=[CH:6][CH:7]=[CH:8][CH:9]=2)[CH:4]=[CH:3][C:2]=1[CH:11]=O.[O:13]=[C:14]([CH:16](P(=O)(OCC)OCC)[CH2:17][CH2:18][CH2:19][CH2:20][CH3:21])[CH3:15].